Dataset: Forward reaction prediction with 1.9M reactions from USPTO patents (1976-2016). Task: Predict the product of the given reaction. (1) Given the reactants [Cl:1][C:2]1[CH:3]=[C:4]([CH:27]=[CH:28][C:29]=1[F:30])[NH:5][C:6]1[C:15]2[C:10](=[CH:11][C:12]([O:22][CH2:23][CH2:24][CH2:25]Cl)=[CH:13][C:14]=2[O:16][CH:17]2[CH2:21][CH2:20][O:19][CH2:18]2)[N:9]=[CH:8][N:7]=1.[CH3:31][NH:32][CH2:33][CH:34]=[CH2:35], predict the reaction product. The product is: [Cl:1][C:2]1[CH:3]=[C:4]([CH:27]=[CH:28][C:29]=1[F:30])[NH:5][C:6]1[C:15]2[C:10](=[CH:11][C:12]([O:22][CH2:23][CH2:24][CH2:25][N:32]([CH3:31])[CH2:33][CH:34]=[CH2:35])=[CH:13][C:14]=2[O:16][CH:17]2[CH2:21][CH2:20][O:19][CH2:18]2)[N:9]=[CH:8][N:7]=1. (2) Given the reactants CN(C)C=O.Cl[C:7]1[CH:12]=[C:11]([O:13][CH2:14][C:15]#[C:16][CH3:17])[N:10]=[CH:9][N:8]=1.C(=O)([O-])[O-].[K+].[K+].[CH2:24]([NH:26][CH2:27][CH3:28])[CH3:25], predict the reaction product. The product is: [CH2:14]([O:13][C:11]1[CH:12]=[C:7]([N:26]([CH2:27][CH3:28])[CH2:24][CH3:25])[N:8]=[CH:9][N:10]=1)[C:15]#[C:16][CH3:17].